The task is: Predict the reaction yield, written as a fraction of the theoretical maximum amount of product (1.0 means a 100% yield; for example, 0.34 means a 34% yield).. This data is from Reaction yield outcomes from USPTO patents with 853,638 reactions. (1) The reactants are [N+:1]([C:4]1[CH:13]=[C:12]2[C:7]([CH2:8][CH2:9][NH:10][C:11]2=[O:14])=[CH:6][CH:5]=1)([O-:3])=[O:2].I[C:16]1[CH:17]=[N:18][CH:19]=[CH:20][C:21]=1[CH3:22].P([O-])([O-])([O-])=O.[K+].[K+].[K+]. The catalyst is [Cu](I)I.O1CCOCC1. The product is [CH3:22][C:21]1[CH:20]=[CH:19][N:18]=[CH:17][C:16]=1[N:10]1[CH2:9][CH2:8][C:7]2[C:12](=[CH:13][C:4]([N+:1]([O-:3])=[O:2])=[CH:5][CH:6]=2)[C:11]1=[O:14]. The yield is 0.170. (2) The reactants are Br[C:2]1[CH:7]=[CH:6][C:5]([C:8]2([C:11]([N:13]3[CH2:17][CH2:16][C@@:15]4([C:21]5[CH:22]=[CH:23][CH:24]=[CH:25][C:20]=5[C:19](=[O:26])[O:18]4)[CH2:14]3)=[O:12])[CH2:10][CH2:9]2)=[CH:4][CH:3]=1.[NH:27]1[CH2:31][CH2:30][CH2:29][CH2:28]1.N12CCCN=C1CCCCC2.[O:43]1CCC[CH2:44]1. The catalyst is [C-]#[O+].[C-]#[O+].[C-]#[O+].[C-]#[O+].[C-]#[O+].[C-]#[O+].[Mo]. The product is [N:27]1([C:44]([C:2]2[CH:3]=[CH:4][C:5]([C:8]3([C:11]([N:13]4[CH2:17][CH2:16][C@@:15]5([C:21]6[CH:22]=[CH:23][CH:24]=[CH:25][C:20]=6[C:19](=[O:26])[O:18]5)[CH2:14]4)=[O:12])[CH2:10][CH2:9]3)=[CH:6][CH:7]=2)=[O:43])[CH2:31][CH2:30][CH2:29][CH2:28]1. The yield is 0.790. (3) The reactants are [CH3:1][C:2]1[O:6][C:5]([C:7]2[CH:12]=[CH:11][C:10]([CH3:13])=[CH:9][CH:8]=2)=[N:4][C:3]=1[CH2:14][CH2:15][O:16][C:17]1[CH:28]=[CH:27][C:20]([CH2:21][CH:22]([CH2:25][OH:26])[CH2:23][OH:24])=[CH:19][CH:18]=1.[C:29]([O:34][CH3:35])(=[O:33])[C:30]([CH3:32])=O.C(=O)(O)[O-].[Na+]. The catalyst is C(#N)C. The product is [CH3:35][O:34][C:29]([C:30]1([CH3:32])[O:24][CH2:23][CH:22]([CH2:21][C:20]2[CH:19]=[CH:18][C:17]([O:16][CH2:15][CH2:14][C:3]3[N:4]=[C:5]([C:7]4[CH:12]=[CH:11][C:10]([CH3:13])=[CH:9][CH:8]=4)[O:6][C:2]=3[CH3:1])=[CH:28][CH:27]=2)[CH2:25][O:26]1)=[O:33]. The yield is 0.740. (4) The yield is 0.590. The catalyst is C1COCC1.CC(C)=O.[Cu]Cl. The product is [CH3:8][C@H:9]([CH2:11][CH2:12][CH2:13][CH3:14])[CH2:10][CH2:33][C:31]([OH:34])=[O:32]. The reactants are [Cl-].[Li+].C([Mg]Br)C.C(Br)[CH2:8][C@H:9]([CH2:11][CH2:12][CH:13]=[C:14](C)C)[CH3:10].CC(=CCC[C@H](C)CCCC)C.C[C:31]([CH3:33])=[O:32].[OH:34]S(O)(=O)=O.O=[Cr](=O)=O. (5) The reactants are [CH3:1][C:2]1(O)[CH2:8][CH2:7][CH2:6][N:5]([C:9]2[N:13]([CH3:14])[N:12]=[CH:11][C:10]=2[N+:15]([O-:17])=[O:16])[CH2:4][CH2:3]1.S(=O)(=O)(O)O.[OH-:24].[K+].[C:26](#[N:28])[CH3:27]. No catalyst specified. The product is [CH3:1][C:2]1([NH:28][C:26](=[O:24])[CH3:27])[CH2:8][CH2:7][CH2:6][N:5]([C:9]2[N:13]([CH3:14])[N:12]=[CH:11][C:10]=2[N+:15]([O-:17])=[O:16])[CH2:4][CH2:3]1. The yield is 0.930. (6) The reactants are C(OC(=O)[NH:7][C@H:8]1[CH2:13][CH2:12][C@H:11]([CH2:14][CH2:15][N:16]2[CH2:21][CH2:20][CH2:19][CH2:18][CH:17]2[C:22]2[CH:23]=[C:24]3[CH:28]=[CH:27][CH:26]=[C:25]3[O:29][CH:30]=2)[CH2:10][CH2:9]1)(C)(C)C.[ClH:32].C(OCC)C. The yield is 0.880. The product is [ClH:32].[ClH:32].[O:29]1[C:25]2=[CH:26][CH:27]=[CH:28][C:24]2=[CH:23][C:22]([CH:17]2[CH2:18][CH2:19][CH2:20][CH2:21][N:16]2[CH2:15][CH2:14][C@H:11]2[CH2:10][CH2:9][C@H:8]([NH2:7])[CH2:13][CH2:12]2)=[CH:30]1. The catalyst is ClCCl. (7) The reactants are Cl.Cl.Cl.[CH3:4][N:5]1[CH2:10][CH2:9][N:8]([C@@H:11]2[CH2:16][CH2:15][CH2:14][C@H:13]([NH2:17])[CH2:12]2)[CH2:7][CH2:6]1.[C:18]([O-:21])([O-])=[O:19].[K+].[K+].[C:24]1([CH3:30])[CH:29]=[CH:28][CH:27]=[CH:26][CH:25]=1. The catalyst is O. The product is [CH2:30]([O:21][C:18](=[O:19])[NH:17][C@H:13]1[CH2:14][CH2:15][CH2:16][C@@H:11]([N:8]2[CH2:7][CH2:6][N:5]([CH3:4])[CH2:10][CH2:9]2)[CH2:12]1)[C:24]1[CH:29]=[CH:28][CH:27]=[CH:26][CH:25]=1. The yield is 0.370.